From a dataset of Peptide-MHC class II binding affinity with 134,281 pairs from IEDB. Regression. Given a peptide amino acid sequence and an MHC pseudo amino acid sequence, predict their binding affinity value. This is MHC class II binding data. (1) The binding affinity (normalized) is 0.663. The peptide sequence is DAGIVGVLTLDNQDL. The MHC is DRB1_0101 with pseudo-sequence DRB1_0101. (2) The peptide sequence is MLMTGGVTLVRKNRW. The MHC is DRB3_0301 with pseudo-sequence DRB3_0301. The binding affinity (normalized) is 0.631. (3) The peptide sequence is PKYVKQNTLKLAT. The MHC is HLA-DPA10103-DPB10601 with pseudo-sequence HLA-DPA10103-DPB10601. The binding affinity (normalized) is 0.156. (4) The binding affinity (normalized) is 0.776. The MHC is DRB1_1101 with pseudo-sequence DRB1_1101. The peptide sequence is IDQVTIAGAKLRSLN. (5) The peptide sequence is TRRFLPQILAECARR. The MHC is DRB1_0801 with pseudo-sequence DRB1_0801. The binding affinity (normalized) is 0.487. (6) The peptide sequence is AAGVPPADKYRTFVA. The MHC is DRB1_0901 with pseudo-sequence DRB1_0901. The binding affinity (normalized) is 0.371.